Dataset: CYP1A2 inhibition data for predicting drug metabolism from PubChem BioAssay. Task: Regression/Classification. Given a drug SMILES string, predict its absorption, distribution, metabolism, or excretion properties. Task type varies by dataset: regression for continuous measurements (e.g., permeability, clearance, half-life) or binary classification for categorical outcomes (e.g., BBB penetration, CYP inhibition). Dataset: cyp1a2_veith. (1) The compound is O=C(O)C(=Cc1ccnc2ccccc12)C(=O)O. The result is 0 (non-inhibitor). (2) The compound is COCC(=O)N1CCC[C@@]2(CCN(C(=O)Nc3ccc(OC)cc3)C2)C1. The result is 0 (non-inhibitor). (3) The drug is CCCn1c(C)nc2c(c1=O)c1nc3ccccc3nc1n2CCC1=CCCCC1. The result is 1 (inhibitor). (4) The compound is CC(C)(CN)SCc1ccccc1. The result is 1 (inhibitor). (5) The molecule is NC(N)=NC[C@@H]1CCCCCCN1.O=S(=O)(O)O. The result is 0 (non-inhibitor). (6) The compound is C/C(=N\NC(=S)Nc1cccc(C)c1)c1ccccc1. The result is 1 (inhibitor). (7) The drug is CCCC(=O)NCCc1c2n(c3ccc(OC)cc13)Cc1ccccc1-2. The result is 1 (inhibitor). (8) The drug is Cc1ccc(CS(=O)(=O)CCC(=O)NCCCN2CCCC2=O)cc1. The result is 0 (non-inhibitor). (9) The compound is O=C(CNC(=O)OCc1ccccc1)NCC(=O)N1CCCC1C(=O)OCc1ccccc1. The result is 0 (non-inhibitor). (10) The drug is O=C(c1ccncc1)N1CCC[C@@]2(CCN(Cc3ccccc3)C2)C1. The result is 0 (non-inhibitor).